From a dataset of Full USPTO retrosynthesis dataset with 1.9M reactions from patents (1976-2016). Predict the reactants needed to synthesize the given product. Given the product [N:1]1[CH:6]=[CH:5][CH:4]=[CH:3][C:2]=1[O:7][CH2:8][C:9]1[CH:31]=[CH:30][C:12]([CH2:13][C:14]2[CH:18]=[C:17]([C:19]3[C:20]([NH:25][P:26]([O-:28])([O-:29])=[O:27])=[N:21][CH:22]=[CH:23][CH:24]=3)[O:16][N:15]=2)=[CH:11][CH:10]=1.[NH3+:40][CH2:39][CH2:38][CH2:37][CH2:36][C@@H:35]([C:41]([OH:43])=[O:42])[NH2:34].[NH3+:40][CH2:39][CH2:38][CH2:37][CH2:36][C@@H:35]([C:41]([OH:43])=[O:42])[NH2:34], predict the reactants needed to synthesize it. The reactants are: [N:1]1[CH:6]=[CH:5][CH:4]=[CH:3][C:2]=1[O:7][CH2:8][C:9]1[CH:31]=[CH:30][C:12]([CH2:13][C:14]2[CH:18]=[C:17]([C:19]3[C:20]([NH:25][P:26](=[O:29])([OH:28])[OH:27])=[N:21][CH:22]=[CH:23][CH:24]=3)[O:16][N:15]=2)=[CH:11][CH:10]=1.CO.[NH2:34][C@H:35]([C:41]([OH:43])=[O:42])[CH2:36][CH2:37][CH2:38][CH2:39][NH2:40].